This data is from Forward reaction prediction with 1.9M reactions from USPTO patents (1976-2016). The task is: Predict the product of the given reaction. (1) Given the reactants C(O)(C(F)(F)F)=O.[Br:8][C:9]1[CH:18]=[N:17][C:16]2[N:15]=[C:14]([N:19]3[CH2:22][CH:21]([N:23](C)[C:24](=O)OC(C)(C)C)[CH2:20]3)[N:13]3[CH:32]=[CH:33][CH:34]=[C:12]3[C:11]=2[CH:10]=1, predict the reaction product. The product is: [Br:8][C:9]1[CH:18]=[N:17][C:16]2[N:15]=[C:14]([N:19]3[CH2:20][CH:21]([NH:23][CH3:24])[CH2:22]3)[N:13]3[CH:32]=[CH:33][CH:34]=[C:12]3[C:11]=2[CH:10]=1. (2) Given the reactants [F:1][C:2]([F:9])([F:8])[C:3]1[CH:7]=[CH:6][NH:5][N:4]=1.[N+]([O-])(O)=O.[N+]([O-])(O)=O.[N+]([O-])(O)=O.[N+]([O-])(O)=O.[N+]([O-])(O)=O.[N+]([O-])(O)=O.[Ce].[I:35]I, predict the reaction product. The product is: [I:35][C:7]1[C:3]([C:2]([F:9])([F:8])[F:1])=[N:4][NH:5][CH:6]=1. (3) The product is: [CH3:10][C:8]1([CH3:11])[S:7][C:6](=[O:12])[N:5]([CH2:4][C:3]2[CH:13]=[CH:14][CH:15]=[CH:16][C:2]=2[NH:1][S:26]([C:25]([F:38])([F:37])[F:24])(=[O:28])=[O:27])[CH2:9]1. Given the reactants [NH2:1][C:2]1[CH:16]=[CH:15][CH:14]=[CH:13][C:3]=1[CH2:4][N:5]1[CH2:9][C:8]([CH3:11])([CH3:10])[S:7][C:6]1=[O:12].C(N(CC)CC)C.[F:24][C:25]([F:38])([F:37])[S:26](O[S:26]([C:25]([F:38])([F:37])[F:24])(=[O:28])=[O:27])(=[O:28])=[O:27], predict the reaction product. (4) The product is: [CH2:14]([O:6][C:4](=[O:5])[C:3]1[CH:7]=[C:8]([F:13])[C:9]([N:22]2[CH2:23][CH2:24][CH2:26][CH2:25]2)=[C:10]([F:11])[C:2]=1[F:1])[CH3:15]. Given the reactants [F:1][C:2]1[C:10]([F:11])=[C:9](F)[C:8]([F:13])=[CH:7][C:3]=1[C:4]([OH:6])=[O:5].[C:14](Cl)(=O)[C:15](Cl)=O.C([N:22]([CH2:25][CH3:26])[CH2:23][CH3:24])C.N1CCCC1, predict the reaction product. (5) Given the reactants [OH:1][C:2]1[CH:9]=[CH:8][C:5]([CH:6]=[O:7])=[CH:4][CH:3]=1.C(=O)([O-])[O-].[K+].[K+].Br[C:17]1[CH:22]=[CH:21][C:20]([Br:23])=[CH:19][N:18]=1, predict the reaction product. The product is: [Br:23][C:20]1[CH:21]=[CH:22][C:17]([O:1][C:2]2[CH:9]=[CH:8][C:5]([CH:6]=[O:7])=[CH:4][CH:3]=2)=[N:18][CH:19]=1. (6) The product is: [F:1][C:2]1[CH:3]=[CH:4][C:5]([NH:8][CH2:9][C:11]2[N:12]=[C:13]([C:23]3[CH:28]=[CH:27][CH:26]=[CH:25][C:24]=3[O:29][CH3:30])[N:14]([C:16]3[CH:21]=[CH:20][C:19]([CH3:22])=[CH:18][CH:17]=3)[CH:15]=2)=[CH:6][CH:7]=1. Given the reactants [F:1][C:2]1[CH:7]=[CH:6][C:5]([NH:8][C:9]([C:11]2[N:12]=[C:13]([C:23]3[CH:28]=[CH:27][CH:26]=[CH:25][C:24]=3[O:29][CH3:30])[N:14]([C:16]3[CH:21]=[CH:20][C:19]([CH3:22])=[CH:18][CH:17]=3)[CH:15]=2)=O)=[CH:4][CH:3]=1.CSC.B.Cl.C(OCC)(=O)C, predict the reaction product. (7) Given the reactants C1(N2C(=O)C3=CNC4C=C[C:16]([N:19]5[CH2:24][CH2:23][NH:22][CH2:21][CH2:20]5)=NC=4C3=N2)C=CC=CC=1.F[C:28]1[CH:37]=[CH:36][C:35]2[NH:34][CH:33]=[C:32]3[C:38](=[O:47])[N:39]([C:41]4[CH:46]=[CH:45][CH:44]=[CH:43][N:42]=4)[N:40]=[C:31]3[C:30]=2[N:29]=1.CN1CCNCC1.N1CCNCC1, predict the reaction product. The product is: [CH3:16][N:19]1[CH2:24][CH2:23][N:22]([C:28]2[CH:37]=[CH:36][C:35]3[NH:34][CH:33]=[C:32]4[C:38](=[O:47])[N:39]([C:41]5[CH:46]=[CH:45][CH:44]=[CH:43][N:42]=5)[N:40]=[C:31]4[C:30]=3[N:29]=2)[CH2:21][CH2:20]1. (8) Given the reactants C([O:3][C:4](=[O:15])[CH2:5][CH2:6][CH2:7][C:8]1[CH:13]=[CH:12][CH:11]=[C:10]([F:14])[CH:9]=1)C.[OH-].[Na+], predict the reaction product. The product is: [F:14][C:10]1[CH:9]=[C:8]([CH2:7][CH2:6][CH2:5][C:4]([OH:15])=[O:3])[CH:13]=[CH:12][CH:11]=1.